This data is from Full USPTO retrosynthesis dataset with 1.9M reactions from patents (1976-2016). The task is: Predict the reactants needed to synthesize the given product. (1) Given the product [ClH:30].[Br:1][C:2]1[C:3]2[C:7]([CH:8]=[C:9]([CH3:11])[CH:10]=1)=[N:6][N:5]1[C:12]([CH:17]3[CH2:18][CH2:19][NH:20][CH2:21][CH2:22]3)=[CH:13][C:14](=[O:16])[NH:15][C:4]=21, predict the reactants needed to synthesize it. The reactants are: [Br:1][C:2]1[C:3]2[C:7]([CH:8]=[C:9]([CH3:11])[CH:10]=1)=[N:6][N:5]1[C:12]([CH:17]3[CH2:22][CH2:21][N:20](C(OC(C)(C)C)=O)[CH2:19][CH2:18]3)=[CH:13][C:14](=[O:16])[NH:15][C:4]=21.[ClH:30]. (2) Given the product [CH3:33][S:34]([OH:37])(=[O:36])=[O:35].[C:1]([C:4]1[C:9]2[S:10][C:11]([C:14]([NH:16][C:17]3[CH:26]=[CH:25][C:24]4[C:19](=[CH:20][CH:21]=[CH:22][C:23]=4[CH2:27][O:28][CH3:29])[N:18]=3)=[O:15])=[C:12]([CH3:13])[C:8]=2[C:7]([CH2:30][O:31][CH3:32])=[CH:6][CH:5]=1)(=[O:3])[CH3:2], predict the reactants needed to synthesize it. The reactants are: [C:1]([C:4]1[C:9]2[S:10][C:11]([C:14]([NH:16][C:17]3[CH:26]=[CH:25][C:24]4[C:19](=[CH:20][CH:21]=[CH:22][C:23]=4[CH2:27][O:28][CH3:29])[N:18]=3)=[O:15])=[C:12]([CH3:13])[C:8]=2[C:7]([CH2:30][O:31][CH3:32])=[CH:6][CH:5]=1)(=[O:3])[CH3:2].[CH3:33][S:34]([OH:37])(=[O:36])=[O:35].CO.C(Cl)(Cl)Cl.C(OC(C)C)(C)C.